The task is: Regression. Given a peptide amino acid sequence and an MHC pseudo amino acid sequence, predict their binding affinity value. This is MHC class II binding data.. This data is from Peptide-MHC class II binding affinity with 134,281 pairs from IEDB. (1) The peptide sequence is EKKQFAATQFEPLAA. The MHC is HLA-DQA10501-DQB10201 with pseudo-sequence HLA-DQA10501-DQB10201. The binding affinity (normalized) is 0.397. (2) The peptide sequence is YRSLQPEEFAVVDLS. The MHC is DRB4_0101 with pseudo-sequence DRB4_0103. The binding affinity (normalized) is 0.447.